Predict the product of the given reaction. From a dataset of Forward reaction prediction with 1.9M reactions from USPTO patents (1976-2016). (1) Given the reactants O=[C:2]([CH3:11])[CH2:3][CH:4]1[CH2:9][CH2:8][CH2:7][CH2:6][C:5]1=O.Cl.[NH2:13][CH2:14][C:15]([O:17][CH2:18][CH3:19])=[O:16].C(=O)(O)[O-].[Na+], predict the reaction product. The product is: [CH3:11][C:2]1[N:13]([CH2:14][C:15]([O:17][CH2:18][CH3:19])=[O:16])[C:5]2[CH2:6][CH2:7][CH2:8][CH2:9][C:4]=2[CH:3]=1. (2) The product is: [CH3:37][C:30]([C:27]1[CH:26]=[CH:25][C:24]([O:23][CH2:11][CH2:10][CH2:9][C:8]2[C:4]([CH2:1][CH2:2][CH3:3])=[N:5][N:6]([C:13]3[CH:18]=[CH:17][C:16]([C:19]([F:22])([F:21])[F:20])=[CH:15][N:14]=3)[CH:7]=2)=[CH:29][CH:28]=1)([CH3:36])[C:31]([OH:33])=[O:32]. Given the reactants [CH2:1]([C:4]1[C:8]([CH:9](O)[CH2:10][CH3:11])=[CH:7][N:6]([C:13]2[CH:18]=[CH:17][C:16]([C:19]([F:22])([F:21])[F:20])=[CH:15][N:14]=2)[N:5]=1)[CH2:2][CH3:3].[OH:23][C:24]1[CH:29]=[CH:28][C:27]([C:30]([CH3:37])([CH3:36])[C:31]([O:33]CC)=[O:32])=[CH:26][CH:25]=1.C(P(CCCC)CCCC)CCC.N(C(N1CCCCC1)=O)=NC(N1CCCCC1)=O, predict the reaction product. (3) The product is: [F:45][C:42]1[CH:41]=[CH:40][C:39]([CH2:38][N:36]([CH3:37])[C:34](=[O:35])[C@@H:33]([NH:32][C:22]([C:20]2[S:21][C:17]3[CH:16]=[C:15]([NH:14][C:12](=[O:13])[C:11]4[CH:27]=[CH:28][CH:29]=[CH:30][C:10]=4[C:8]4[N:7]=[C:4]5[N:3]([CH:9]=4)[C:2]([CH3:1])=[CH:6][S:5]5)[CH:26]=[CH:25][C:18]=3[N:19]=2)=[O:23])[C:46]2[CH:51]=[CH:50][CH:49]=[CH:48][CH:47]=2)=[CH:44][CH:43]=1. Given the reactants [CH3:1][C:2]1[N:3]2[CH:9]=[C:8]([C:10]3[CH:30]=[CH:29][CH:28]=[CH:27][C:11]=3[C:12]([NH:14][C:15]3[CH:26]=[CH:25][C:18]4[N:19]=[C:20]([C:22](O)=[O:23])[S:21][C:17]=4[CH:16]=3)=[O:13])[N:7]=[C:4]2[S:5][CH:6]=1.Cl.[NH2:32][C@@H:33]([C:46]1[CH:51]=[CH:50][CH:49]=[CH:48][CH:47]=1)[C:34]([N:36]([CH2:38][C:39]1[CH:44]=[CH:43][C:42]([F:45])=[CH:41][CH:40]=1)[CH3:37])=[O:35].CN(C(ON1N=NC2C=CC=NC1=2)=[N+](C)C)C.F[P-](F)(F)(F)(F)F.CCN(C(C)C)C(C)C, predict the reaction product. (4) Given the reactants [CH2:1](N(CC1C=CC=CC=1)[C@@H](CC)C=O)C1C=CC=CC=1.[C:21]([O:24][C@@H:25]([C@@H:32]([N:35]([CH2:43][C:44]1[CH:49]=[CH:48][CH:47]=[CH:46][CH:45]=1)[CH2:36][C:37]1[CH:42]=[CH:41][CH:40]=[CH:39][CH:38]=1)[CH2:33][CH3:34])[C:26]([NH:28][CH:29]1[CH2:31][CH2:30]1)=[O:27])(=[O:23])[CH3:22], predict the reaction product. The product is: [C:21]([O:24][C@@H:25]([C@@H:32]([N:35]([CH2:36][C:37]1[CH:42]=[CH:41][CH:40]=[CH:39][CH:38]=1)[CH2:43][C:44]1[CH:45]=[CH:46][CH:47]=[CH:48][CH:49]=1)[CH2:33][CH2:34][CH3:1])[C:26]([NH:28][CH:29]1[CH2:31][CH2:30]1)=[O:27])(=[O:23])[CH3:22].